Dataset: Catalyst prediction with 721,799 reactions and 888 catalyst types from USPTO. Task: Predict which catalyst facilitates the given reaction. (1) Reactant: [CH3:1][C:2]([Si:5]([CH3:26])([CH3:25])[O:6][CH2:7][C:8]1[CH:9]=[C:10]([CH:23]=[O:24])[C:11]([C:14]2[CH:19]=[C:18]([O:20][CH3:21])[CH:17]=[CH:16][C:15]=2[F:22])=[CH:12][CH:13]=1)([CH3:4])[CH3:3].[C:27]([Mg]Br)([CH3:29])=[CH2:28]. Product: [CH3:4][C:2]([Si:5]([CH3:25])([CH3:26])[O:6][CH2:7][C:8]1[CH:13]=[CH:12][C:11]([C:14]2[CH:19]=[C:18]([O:20][CH3:21])[CH:17]=[CH:16][C:15]=2[F:22])=[C:10]([CH:23]([OH:24])[C:27]([CH3:29])=[CH2:28])[CH:9]=1)([CH3:1])[CH3:3]. The catalyst class is: 1. (2) Reactant: [F:1][C:2]([F:12])([F:11])[CH2:3][N:4]1[CH2:9][CH2:8][N:7]([NH2:10])[CH2:6][CH2:5]1.C(O[C:16]1[O:17][CH2:18][C:19](=[O:26])[C:20]=1[C:21]([O:23][CH2:24][CH3:25])=[O:22])C. Product: [O:26]=[C:19]1[CH2:18][O:17][C:16]([NH:10][N:7]2[CH2:8][CH2:9][N:4]([CH2:3][C:2]([F:1])([F:11])[F:12])[CH2:5][CH2:6]2)=[C:20]1[C:21]([O:23][CH2:24][CH3:25])=[O:22]. The catalyst class is: 8. (3) Reactant: [CH2:1]([O:8][C:9]1[CH:10]=[C:11]([CH2:16][OH:17])[CH:12]=[CH:13][C:14]=1[CH3:15])[C:2]1[CH:7]=[CH:6][CH:5]=[CH:4][CH:3]=1.C1C=C[NH+]=CC=1.[O-][Cr](Cl)(=O)=O. Product: [CH2:1]([O:8][C:9]1[CH:10]=[C:11]([CH:12]=[CH:13][C:14]=1[CH3:15])[CH:16]=[O:17])[C:2]1[CH:3]=[CH:4][CH:5]=[CH:6][CH:7]=1. The catalyst class is: 2. (4) Reactant: C(OC([N:6]=[S:7]([CH3:36])([C:9]1[CH:14]=[CH:13][C:12]([CH2:15][O:16][C:17]2[CH:26]=[C:25]3[C:20]([C:21]([NH:27][C:28]4[CH:29]=[N:30][CH:31]=[CH:32][CH:33]=4)=[N:22][CH:23]=[N:24]3)=[CH:19][C:18]=2[O:34][CH3:35])=[CH:11][CH:10]=1)=[O:8])=O)C.ClCCl.CO. Product: [CH3:35][O:34][C:18]1[CH:19]=[C:20]2[C:25](=[CH:26][C:17]=1[O:16][CH2:15][C:12]1[CH:11]=[CH:10][C:9]([S:7]([CH3:36])(=[NH:6])=[O:8])=[CH:14][CH:13]=1)[N:24]=[CH:23][N:22]=[C:21]2[NH:27][C:28]1[CH:29]=[N:30][CH:31]=[CH:32][CH:33]=1. The catalyst class is: 5. (5) Reactant: [F:1][C:2]1[CH:23]=[CH:22][C:5]([CH2:6][N:7]2[C:15]3[C:10](=[CH:11][C:12]([S:16]([CH3:19])(=[O:18])=[O:17])=[CH:13][CH:14]=3)[CH:9]=[C:8]2[CH2:20][OH:21])=[CH:4][CH:3]=1. Product: [F:1][C:2]1[CH:23]=[CH:22][C:5]([CH2:6][N:7]2[C:15]3[C:10](=[CH:11][C:12]([S:16]([CH3:19])(=[O:17])=[O:18])=[CH:13][CH:14]=3)[CH:9]=[C:8]2[CH:20]=[O:21])=[CH:4][CH:3]=1. The catalyst class is: 327. (6) The catalyst class is: 200. Product: [Cl:1][C:2]1[CH:3]=[C:4]([C:24]2([C:30]([OH:32])=[O:31])[CH2:29][C:26]3([CH2:28][CH2:27]3)[CH2:25]2)[CH:5]=[C:6]([C:14]2[CH:19]=[CH:18][C:17]([C:20]([F:22])([F:23])[F:21])=[CH:16][CH:15]=2)[C:7]=1[O:8][CH2:9][C:10]([F:13])([F:11])[F:12]. Reactant: [Cl:1][C:2]1[CH:3]=[C:4]([C:24]2([C:30]([O:32]CC)=[O:31])[CH2:29][C:26]3([CH2:28][CH2:27]3)[CH2:25]2)[CH:5]=[C:6]([C:14]2[CH:19]=[CH:18][C:17]([C:20]([F:23])([F:22])[F:21])=[CH:16][CH:15]=2)[C:7]=1[O:8][CH2:9][C:10]([F:13])([F:12])[F:11].O.[OH-].[Li+]. (7) Reactant: [N:1]1[CH:6]=[C:5]([C:7]([C:9]2[CH:10]=[C:11]3[C:16](=[C:17]([C:19]([O:21][CH3:22])=[O:20])[CH:18]=2)[N:15]=[CH:14][CH:13]=[CH:12]3)=C)[CH:4]=[N:3][CH:2]=1.CO.[O:25]=[O+][O-].CSC. Product: [N:1]1[CH:6]=[C:5]([C:7]([C:9]2[CH:10]=[C:11]3[C:16](=[C:17]([C:19]([O:21][CH3:22])=[O:20])[CH:18]=2)[N:15]=[CH:14][CH:13]=[CH:12]3)=[O:25])[CH:4]=[N:3][CH:2]=1. The catalyst class is: 2.